Dataset: Peptide-MHC class I binding affinity with 185,985 pairs from IEDB/IMGT. Task: Regression. Given a peptide amino acid sequence and an MHC pseudo amino acid sequence, predict their binding affinity value. This is MHC class I binding data. The peptide sequence is RAIEAQQHL. The MHC is HLA-B08:01 with pseudo-sequence HLA-B08:01. The binding affinity (normalized) is 0.